From a dataset of Reaction yield outcomes from USPTO patents with 853,638 reactions. Predict the reaction yield, written as a fraction of the theoretical maximum amount of product (1.0 means a 100% yield; for example, 0.34 means a 34% yield). (1) The reactants are [Li+].CCC[CH2-].C(NC(C)C)(C)C.[Cl:13][C:14]1[CH:19]=[CH:18][N:17]=[CH:16][C:15]=1[F:20].[C:21](=[O:23])=[O:22]. The catalyst is C1COCC1. The product is [Cl:13][C:14]1[C:19]([C:21]([OH:23])=[O:22])=[CH:18][N:17]=[CH:16][C:15]=1[F:20]. The yield is 0.640. (2) The reactants are [CH2:1]([O:4][C:5]1([CH3:34])[CH2:10][CH2:9][N:8]([C:11]2[N:16]3[N:17]=[C:18]([CH2:20]I)[CH:19]=[C:15]3[N:14]=[C:13]([CH3:22])[C:12]=2[C@H:23]([O:29][C:30]([CH3:33])([CH3:32])[CH3:31])[C:24]([O:26][CH2:27][CH3:28])=[O:25])[CH2:7][CH2:6]1)[CH:2]=[CH2:3].[CH2:35]([C:38]1[CH:43]=[C:42]([F:44])[C:41]([F:45])=[CH:40][C:39]=1[CH2:46][OH:47])[CH:36]=[CH2:37].[H-].[Na+]. The catalyst is CN(C=O)C. The product is [CH2:35]([C:38]1[CH:43]=[C:42]([F:44])[C:41]([F:45])=[CH:40][C:39]=1[CH2:46][O:47][CH2:20][C:18]1[CH:19]=[C:15]2[N:14]=[C:13]([CH3:22])[C:12]([C@H:23]([O:29][C:30]([CH3:33])([CH3:32])[CH3:31])[C:24]([O:26][CH2:27][CH3:28])=[O:25])=[C:11]([N:8]3[CH2:9][CH2:10][C:5]([O:4][CH2:1][CH:2]=[CH2:3])([CH3:34])[CH2:6][CH2:7]3)[N:16]2[N:17]=1)[CH:36]=[CH2:37]. The yield is 0.436.